From a dataset of Full USPTO retrosynthesis dataset with 1.9M reactions from patents (1976-2016). Predict the reactants needed to synthesize the given product. (1) Given the product [Br:11][C:8]1[CH:7]=[C:3]2[C:2](=[CH:10][CH:9]=1)[N:1]=[C:27]([C:26]1[CH:25]=[C:24]([CH3:31])[C:23]([O:22][CH2:21][CH2:20][OH:19])=[C:30]([CH3:37])[CH:29]=1)[NH:6][C:4]2=[O:5].[Br:11][C:8]1[CH:7]=[C:3]2[C:2](=[CH:10][CH:9]=1)[N:1]=[C:27]([C:26]1[CH:29]=[C:30]([CH3:37])[C:23]([O:22][CH2:21][CH2:20][O:19][Si:12]([C:15]([CH3:18])([CH3:17])[CH3:16])([CH3:14])[CH3:13])=[C:24]([CH3:31])[CH:25]=1)[NH:6][C:4]2=[O:5], predict the reactants needed to synthesize it. The reactants are: [NH2:1][C:2]1[CH:10]=[CH:9][C:8]([Br:11])=[CH:7][C:3]=1[C:4]([NH2:6])=[O:5].[Si:12]([O:19][CH2:20][CH2:21][O:22][C:23]1[CH:30]=[CH:29][C:26]([CH:27]=O)=[CH:25][C:24]=1[CH3:31])([C:15]([CH3:18])([CH3:17])[CH3:16])([CH3:14])[CH3:13].OS([O-])=O.[Na+].[CH3:37]C1C=CC(S(O)(=O)=O)=CC=1.O. (2) Given the product [ClH:64].[NH2:28][C@H:11]1[CH2:12][C:13]2[C:18](=[CH:17][CH:16]=[C:15]([O:19][C:20]3[CH:21]=[C:22]([CH:23]=[CH:24][CH:25]=3)[C:26]#[N:27])[CH:14]=2)[N:9]([OH:8])[C:10]1=[O:36], predict the reactants needed to synthesize it. The reactants are: C(OC([O:8][N:9]1[C:18]2[C:13](=[CH:14][C:15]([O:19][C:20]3[CH:25]=[CH:24][CH:23]=[C:22]([C:26]#[N:27])[CH:21]=3)=[CH:16][CH:17]=2)[CH2:12][C@H:11]([NH:28]C(=O)OC(C)(C)C)[C:10]1=[O:36])=O)(C)(C)C.C(C1C=C(C=CC=1)OC1C=C(C([N+]([O-])=O)=CC=1)C[C@@H](C(O)=O)N)#N.O.O.[Sn](Cl)[Cl:64].C(N(CC)CC)C.O(C(OC(C)(C)C)=O)C(OC(C)(C)C)=O. (3) Given the product [CH2:5]([O:12][CH:13]1[CH2:14][CH:15]([S:17]([O-:20])(=[O:19])=[O:18])[CH2:16]1)[C:6]1[CH:11]=[CH:10][CH:9]=[CH:8][CH:7]=1.[K+:4], predict the reactants needed to synthesize it. The reactants are: C([S-])#N.[K+:4].[CH2:5]([O:12][CH:13]1[CH2:16][CH:15]([S:17]([O:20]CCCC)(=[O:19])=[O:18])[CH2:14]1)[C:6]1[CH:11]=[CH:10][CH:9]=[CH:8][CH:7]=1.C(OCC)(=O)C.